This data is from Full USPTO retrosynthesis dataset with 1.9M reactions from patents (1976-2016). The task is: Predict the reactants needed to synthesize the given product. (1) Given the product [C:1]([C:5]1[CH:10]=[CH:9][C:8]([S:11]([N:14]2[C:20]3[CH:21]=[C:22]([C:25]4[NH:43][C:38]([CH3:39])=[N:28][N:27]=4)[CH:23]=[CH:24][C:19]=3[NH:18][C:17]3[N:29]=[C:30]([C:33]([F:36])([F:35])[F:34])[CH:31]=[CH:32][C:16]=3[CH2:15]2)(=[O:13])=[O:12])=[CH:7][CH:6]=1)([CH3:4])([CH3:3])[CH3:2], predict the reactants needed to synthesize it. The reactants are: [C:1]([C:5]1[CH:10]=[CH:9][C:8]([S:11]([N:14]2[C:20]3[CH:21]=[C:22]([C:25]([NH:27][NH2:28])=O)[CH:23]=[CH:24][C:19]=3[NH:18][C:17]3[N:29]=[C:30]([C:33]([F:36])([F:35])[F:34])[CH:31]=[CH:32][C:16]=3[CH2:15]2)(=[O:13])=[O:12])=[CH:7][CH:6]=1)([CH3:4])([CH3:3])[CH3:2].Cl.[C:38](=[NH:43])(OCC)[CH3:39].C(N(CC)CC)C. (2) Given the product [CH:1]1([CH2:4][N:5]([CH2:16][CH2:17][CH3:18])[C:6]2[N:11]=[CH:10][N:9]=[C:8]([C:12]([OH:14])=[O:13])[CH:7]=2)[CH2:2][CH2:3]1, predict the reactants needed to synthesize it. The reactants are: [CH:1]1([CH2:4][N:5]([CH2:16][CH2:17][CH3:18])[C:6]2[N:11]=[CH:10][N:9]=[C:8]([C:12]([O:14]C)=[O:13])[CH:7]=2)[CH2:3][CH2:2]1.[Li+].[OH-]. (3) Given the product [Cl:1][C:2]1[N:10]=[C:9]2[C:5]([N:6]=[CH:7][N:8]2[CH:11]2[CH2:15][CH2:14][CH2:13][CH2:12]2)=[C:4]([NH:16][CH2:17][C:18]2[CH:23]=[CH:22][C:21]([C:26]3[O:25][CH:29]=[CH:28][CH:27]=3)=[CH:20][CH:19]=2)[N:3]=1, predict the reactants needed to synthesize it. The reactants are: [Cl:1][C:2]1[N:10]=[C:9]2[C:5]([N:6]=[CH:7][N:8]2[CH:11]2[CH2:15][CH2:14][CH2:13][CH2:12]2)=[C:4]([NH:16][CH2:17][C:18]2[CH:23]=[CH:22][C:21](Br)=[CH:20][CH:19]=2)[N:3]=1.[O:25]1[CH:29]=[CH:28][CH:27]=[C:26]1B(O)O.O.O.O.P([O-])([O-])([O-])=O.[K+].[K+].[K+].O. (4) Given the product [CH3:1][C:2]1[CH:7]=[C:6](/[C:8](=[N:36]/[OH:37])/[CH2:9][C@H:10]([C:18]2[CH:19]=[CH:20][C:21]([C:24]3[CH:25]=[CH:26][C:27]([C:30]([OH:32])=[O:31])=[CH:28][CH:29]=3)=[CH:22][CH:23]=2)[C:11]2[CH:16]=[CH:15][CH:14]=[CH:13][C:12]=2[CH3:17])[CH:5]=[C:4]([CH3:34])[N:3]=1, predict the reactants needed to synthesize it. The reactants are: [CH3:1][C:2]1[CH:7]=[C:6]([C:8](=O)[CH2:9][C@H:10]([C:18]2[CH:23]=[CH:22][C:21]([C:24]3[CH:29]=[CH:28][C:27]([C:30]([OH:32])=[O:31])=[CH:26][CH:25]=3)=[CH:20][CH:19]=2)[C:11]2[CH:16]=[CH:15][CH:14]=[CH:13][C:12]=2[CH3:17])[CH:5]=[C:4]([CH3:34])[N:3]=1.Cl.[NH2:36][OH:37].C(=O)([O-])O.[Na+]. (5) Given the product [CH:18]1([N:9]2[C:10]3[CH:15]=[CH:14][N:13]=[C:12]([O:16][CH3:17])[C:11]=3[C:7]([C:34]3[CH:39]=[CH:38][C:37]([S:40]([NH2:43])(=[O:42])=[O:41])=[CH:36][CH:35]=3)=[N:8]2)[CH2:19][CH2:20][CH2:21][CH2:22][CH2:23]1, predict the reactants needed to synthesize it. The reactants are: FC(F)(F)S(O[C:7]1[C:11]2[C:12]([O:16][CH3:17])=[N:13][CH:14]=[CH:15][C:10]=2[N:9]([CH:18]2[CH2:23][CH2:22][CH2:21][CH2:20][CH2:19]2)[N:8]=1)(=O)=O.CC1(C)C(C)(C)OB([C:34]2[CH:39]=[CH:38][C:37]([S:40]([NH2:43])(=[O:42])=[O:41])=[CH:36][CH:35]=2)O1.C(=O)([O-])[O-].[Na+].[Na+].O. (6) Given the product [NH2:1][C:2]1[C:7]([C:8]#[CH:9])=[CH:6][C:5]([N+:14]([O-:16])=[O:15])=[C:4]([C:17]2[CH:22]=[C:21]([C:23]#[CH:24])[CH:20]=[CH:19][N:18]=2)[CH:3]=1, predict the reactants needed to synthesize it. The reactants are: [NH2:1][C:2]1[C:7]([C:8]#[C:9][Si](C)(C)C)=[CH:6][C:5]([N+:14]([O-:16])=[O:15])=[C:4]([C:17]2[CH:22]=[C:21]([C:23]#[CH:24])[CH:20]=[CH:19][N:18]=2)[CH:3]=1.C([O-])([O-])=O.[K+].[K+]. (7) Given the product [C:13]([C:17]1[CH:23]=[CH:11][C:12]([NH:8][C:1]([NH2:3])=[S:2])=[CH:19][CH:18]=1)([CH3:16])([CH3:15])[CH3:14], predict the reactants needed to synthesize it. The reactants are: [C:1]([N:8]1[CH:12]=[CH:11]N=C1)([N:3]1C=CN=C1)=[S:2].[C:13]([C:17]1[CH:23]=CC(N)=[CH:19][CH:18]=1)([CH3:16])([CH3:15])[CH3:14].N. (8) Given the product [NH2:26][CH2:25][CH2:24][CH2:23][CH2:22][N:19]1[CH2:20][CH2:21][N:16]([C:7]2[C:8]3[O:13][CH2:12][C:11](=[O:14])[NH:10][C:9]=3[CH:15]=[C:5]([Cl:4])[CH:6]=2)[CH2:17][CH2:18]1, predict the reactants needed to synthesize it. The reactants are: O.NN.[Cl:4][C:5]1[CH:6]=[C:7]([N:16]2[CH2:21][CH2:20][N:19]([CH2:22][CH2:23][CH2:24][CH2:25][N:26]3C(=O)C4C(=CC=CC=4)C3=O)[CH2:18][CH2:17]2)[C:8]2[O:13][CH2:12][C:11](=[O:14])[NH:10][C:9]=2[CH:15]=1.